This data is from Full USPTO retrosynthesis dataset with 1.9M reactions from patents (1976-2016). The task is: Predict the reactants needed to synthesize the given product. (1) The reactants are: [Cl:1][C:2]1[CH:11]=[C:10]2[C:5]([C:6]([NH:12][C@H:13]3[CH2:18][CH2:17][C@@H:16]([NH2:19])[CH2:15][CH2:14]3)=[CH:7][CH:8]=[N:9]2)=[CH:4][CH:3]=1.Br[C:21]1[CH:26]=[C:25]([F:27])[CH:24]=[C:23]([F:28])[CH:22]=1.C1(P(C2C=CC=CC=2)C2C=CC3C(=CC=CC=3)C=2C2C3C(=CC=CC=3)C=CC=2P(C2C=CC=CC=2)C2C=CC=CC=2)C=CC=CC=1. Given the product [Cl:1][C:2]1[CH:11]=[C:10]2[C:5]([C:6]([NH:12][C@H:13]3[CH2:14][CH2:15][C@@H:16]([NH:19][C:21]4[CH:26]=[C:25]([F:27])[CH:24]=[C:23]([F:28])[CH:22]=4)[CH2:17][CH2:18]3)=[CH:7][CH:8]=[N:9]2)=[CH:4][CH:3]=1, predict the reactants needed to synthesize it. (2) Given the product [Br:1][C:2]1[CH:3]=[C:4]([OH:19])[CH:5]=[C:6]([Br:18])[C:7]=1[O:8][C:9]1[CH:10]=[CH:11][C:12]([N+:15]([O-:17])=[O:16])=[CH:13][CH:14]=1, predict the reactants needed to synthesize it. The reactants are: [Br:1][C:2]1[CH:3]=[C:4]([O:19]C)[CH:5]=[C:6]([Br:18])[C:7]=1[O:8][C:9]1[CH:14]=[CH:13][C:12]([N+:15]([O-:17])=[O:16])=[CH:11][CH:10]=1.Cl. (3) Given the product [CH2:1]([O:3][C:4]([C:6]1[CH:7]=[C:8]2[N:13]([C:14]=1[C:15]1[CH:16]=[CH:17][C:18]([F:21])=[CH:19][CH:20]=1)[CH:12]=[CH:11][C:10]([CH2:22][O:23][S:32]([CH3:31])(=[O:34])=[O:33])=[CH:9]2)=[O:5])[CH3:2], predict the reactants needed to synthesize it. The reactants are: [CH2:1]([O:3][C:4]([C:6]1[CH:7]=[C:8]2[N:13]([C:14]=1[C:15]1[CH:20]=[CH:19][C:18]([F:21])=[CH:17][CH:16]=1)[CH:12]=[CH:11][C:10]([CH2:22][OH:23])=[CH:9]2)=[O:5])[CH3:2].C(N(CC)CC)C.[CH3:31][S:32](Cl)(=[O:34])=[O:33]. (4) Given the product [F:7][C:8]([F:18])([F:17])[CH:9]1[CH2:11][CH:10]1[CH2:12][OH:13], predict the reactants needed to synthesize it. The reactants are: [H-].[H-].[H-].[H-].[Li+].[Al+3].[F:7][C:8]([F:18])([F:17])[CH:9]1[CH2:11][CH:10]1[C:12](OCC)=[O:13]. (5) Given the product [F:15][C:16]1[CH:21]=[CH:20][C:19]([C:2]2[N:6]3[CH:7]=[CH:8][C:9]([C:11]([F:14])([F:13])[F:12])=[N:10][C:5]3=[N:4][CH:3]=2)=[CH:18][C:17]=1[C:31]1[C:32]([C:37]#[N:38])=[CH:33][CH:34]=[CH:35][CH:36]=1, predict the reactants needed to synthesize it. The reactants are: Br[C:2]1[N:6]2[CH:7]=[CH:8][C:9]([C:11]([F:14])([F:13])[F:12])=[N:10][C:5]2=[N:4][CH:3]=1.[F:15][C:16]1[CH:21]=[CH:20][C:19](B2OC(C)(C)C(C)(C)O2)=[CH:18][C:17]=1[C:31]1[C:32]([C:37]#[N:38])=[CH:33][CH:34]=[CH:35][CH:36]=1. (6) Given the product [CH3:1][O:2][CH2:3][C:4]1[CH:9]=[CH:8][CH:7]=[CH:6][C:5]=1[CH:10]([OH:15])[C:11]([NH:13][CH3:14])=[O:12], predict the reactants needed to synthesize it. The reactants are: [CH3:1][O:2][CH2:3][C:4]1[CH:9]=[CH:8][CH:7]=[CH:6][C:5]=1[C:10](=[O:15])[C:11]([NH:13][CH3:14])=[O:12].[BH4-].[Na+]. (7) Given the product [CH3:22][O:23][C:24]1[CH:31]=[CH:30][C:27]([CH:28]([OH:29])[CH2:20][C:19]([C:16]2[CH:15]=[CH:14][C:13]([C:9]([CH3:12])([CH3:10])[CH3:11])=[CH:18][CH:17]=2)=[O:21])=[CH:26][CH:25]=1, predict the reactants needed to synthesize it. The reactants are: C([N-]C(C)C)(C)C.[Li+].[C:9]([C:13]1[CH:18]=[CH:17][C:16]([C:19](=[O:21])[CH3:20])=[CH:15][CH:14]=1)([CH3:12])([CH3:11])[CH3:10].[CH3:22][O:23][C:24]1[CH:31]=[CH:30][C:27]([CH:28]=[O:29])=[CH:26][CH:25]=1.[NH4+].[Cl-]. (8) Given the product [CH3:8][S:9]([O:7][CH:1]1[CH2:6][CH2:5][CH2:4][CH2:3][CH2:2]1)(=[O:11])=[O:10], predict the reactants needed to synthesize it. The reactants are: [CH:1]1([OH:7])[CH2:6][CH2:5][CH2:4][CH2:3][CH2:2]1.[CH3:8][S:9](Cl)(=[O:11])=[O:10].O. (9) Given the product [NH3:7].[CH2:1]([N:7]1[CH2:12][CH2:11][C:10]([CH3:27])([C:13]2[CH:18]=[CH:17][CH:16]=[C:15]([C:29]#[N:30])[CH:14]=2)[CH:9]([CH3:28])[CH2:8]1)[CH2:2][CH2:3][CH2:4][CH2:5][CH3:6], predict the reactants needed to synthesize it. The reactants are: [CH2:1]([N:7]1[CH2:12][CH2:11][C:10]([CH3:27])([C:13]2[CH:18]=[CH:17][CH:16]=[C:15](OS(C(F)(F)F)(=O)=O)[CH:14]=2)[CH:9]([CH3:28])[CH2:8]1)[CH2:2][CH2:3][CH2:4][CH2:5][CH3:6].[C-:29]#[N:30].[K+]. (10) The reactants are: [NH2:1][C:2]1[CH:7]=[CH:6][CH:5]=[CH:4][CH:3]=1.Br[CH2:9][C:10]1[CH:19]=[CH:18][C:17]2[C:12](=[CH:13][CH:14]=[CH:15][CH:16]=2)[C:11]=1[B:20]1[O:24][C:23]([CH3:26])([CH3:25])[C:22]([CH3:28])([CH3:27])[O:21]1.C([O-])([O-])=O.[K+].[K+].O. Given the product [CH3:25][C:23]1([CH3:26])[C:22]([CH3:27])([CH3:28])[O:21][B:20]([C:11]2[C:12]3[C:17](=[CH:16][CH:15]=[CH:14][CH:13]=3)[CH:18]=[CH:19][C:10]=2[CH2:9][NH:1][C:2]2[CH:7]=[CH:6][CH:5]=[CH:4][CH:3]=2)[O:24]1, predict the reactants needed to synthesize it.